This data is from Full USPTO retrosynthesis dataset with 1.9M reactions from patents (1976-2016). The task is: Predict the reactants needed to synthesize the given product. Given the product [CH2:10]([C:6]1[CH:5]=[C:4]([CH:9]=[CH:8][CH:7]=1)[C:3]([OH:18])=[O:2])[CH2:11][C:12]1[CH:13]=[CH:14][CH:15]=[CH:16][CH:17]=1, predict the reactants needed to synthesize it. The reactants are: C[O:2][C:3](=[O:18])[C:4]1[CH:9]=[CH:8][CH:7]=[C:6]([CH2:10][CH2:11][C:12]2[CH:17]=[CH:16][CH:15]=[CH:14][CH:13]=2)[CH:5]=1.[OH-].[Na+].Cl.